This data is from Forward reaction prediction with 1.9M reactions from USPTO patents (1976-2016). The task is: Predict the product of the given reaction. (1) The product is: [OH:10][C:9]1[C:4]([CH:2]([CH3:1])[CH3:3])=[CH:5][C:6]([C:15](=[O:22])[CH2:16][CH2:17][C:18]([O:20][CH3:21])=[O:19])=[CH:7][C:8]=1[CH:11]([CH3:13])[CH3:12]. Given the reactants [CH3:1][CH:2]([C:4]1[CH:5]=[CH:6][CH:7]=[C:8]([CH:11]([CH3:13])[CH3:12])[C:9]=1[OH:10])[CH3:3].Cl[C:15](=[O:22])[CH2:16][CH2:17][C:18]([O:20][CH3:21])=[O:19].O, predict the reaction product. (2) The product is: [F:12][C:13]1[CH:18]=[C:17]([NH:1][C:2]2[CH:3]=[CH:4][C:5]([C:6]([O:8][CH3:9])=[O:7])=[CH:10][CH:11]=2)[CH:16]=[CH:15][CH:14]=1. Given the reactants [NH2:1][C:2]1[CH:11]=[CH:10][C:5]([C:6]([O:8][CH3:9])=[O:7])=[CH:4][CH:3]=1.[F:12][C:13]1[CH:14]=[C:15](B(O)O)[CH:16]=[CH:17][CH:18]=1.N1C=CC=CC=1, predict the reaction product. (3) Given the reactants [F:1][C:2]1[CH:7]=[CH:6][C:5]([C:8]2[N:9]=[C:10]3[N:14]([CH:15]=2)[C:13]([CH3:16])=[C:12]([C:17]([OH:19])=O)[S:11]3)=[CH:4][CH:3]=1.[CH3:20][NH:21][C:22]1[CH:27]=[CH:26][CH:25]=[CH:24][CH:23]=1.[B-](F)(F)(F)F.CCOC(C(C#N)=NOC(N(C)C)=[N+](C)C)=O.C(N(CC)CC)C, predict the reaction product. The product is: [CH3:20][N:21]([C:22]1[CH:27]=[CH:26][CH:25]=[CH:24][CH:23]=1)[C:17]([C:12]1[S:11][C:10]2=[N:9][C:8]([C:5]3[CH:4]=[CH:3][C:2]([F:1])=[CH:7][CH:6]=3)=[CH:15][N:14]2[C:13]=1[CH3:16])=[O:19]. (4) The product is: [Cl:24][C:17]1[CH:18]=[C:19]([CH2:22][C:5]2[N:6]([C:10]([O:12][CH2:13][CH3:14])=[O:11])[CH2:7][CH2:8][C:3](=[O:2])[CH:4]=2)[CH:20]=[CH:21][C:16]=1[Cl:15]. Given the reactants C[O:2][C:3]1[CH:8]=[CH:7][N:6]=[CH:5][CH:4]=1.Cl[C:10]([O:12][CH2:13][CH3:14])=[O:11].[Cl:15][C:16]1[CH:21]=[CH:20][C:19]([CH2:22]Cl)=[CH:18][C:17]=1[Cl:24].Cl, predict the reaction product. (5) Given the reactants [C:1]1([CH3:11])[CH:6]=[CH:5][C:4]([S:7](Cl)(=[O:9])=[O:8])=[CH:3][CH:2]=1.Cl.CN(C)C.[CH2:17]([O:19][C:20]([C:22]1([CH2:37][OH:38])[CH2:26][CH2:25][N:24]([C:27](=[O:36])[C:28]2[CH:33]=[CH:32][C:31]([O:34][CH3:35])=[CH:30][CH:29]=2)[CH2:23]1)=[O:21])[CH3:18].C(N(CC)CC)C, predict the reaction product. The product is: [CH2:17]([O:19][C:20]([C:22]1([CH2:37][O:38][S:7]([C:4]2[CH:5]=[CH:6][C:1]([CH3:11])=[CH:2][CH:3]=2)(=[O:9])=[O:8])[CH2:26][CH2:25][N:24]([C:27](=[O:36])[C:28]2[CH:29]=[CH:30][C:31]([O:34][CH3:35])=[CH:32][CH:33]=2)[CH2:23]1)=[O:21])[CH3:18]. (6) Given the reactants [C:1]([C:3]1[CH:8]=[CH:7][C:6]([CH2:9][CH2:10][NH:11]C(=O)OC(C)(C)C)=[CH:5][CH:4]=1)#[N:2].C(O)(C(F)(F)F)=O, predict the reaction product. The product is: [NH2:11][CH2:10][CH2:9][C:6]1[CH:7]=[CH:8][C:3]([C:1]#[N:2])=[CH:4][CH:5]=1. (7) Given the reactants [CH3:1][O:2][C:3]1[CH:4]=[C:5]([CH:34]=[CH:35][C:36]=1[O:37][CH3:38])[CH2:6][O:7][C:8]1[CH:32]=[CH:31][C:11]([C:12]([NH:14][C:15]2[CH:23]=[CH:22][C:21]([O:24][C:25]3[CH:30]=[CH:29][CH:28]=[CH:27][CH:26]=3)=[CH:20][C:16]=2[C:17](O)=[O:18])=[O:13])=[CH:10][C:9]=1[Cl:33].C1C=CC2N(O)N=NC=2C=1.C(N=C=NC(C)C)(C)C.[CH3:58][O:59][C:60]1[CH:68]=[CH:67][CH:66]=[CH:65][C:61]=1[CH2:62][CH2:63][NH2:64], predict the reaction product. The product is: [Cl:33][C:9]1[CH:10]=[C:11]([CH:31]=[CH:32][C:8]=1[O:7][CH2:6][C:5]1[CH:34]=[CH:35][C:36]([O:37][CH3:38])=[C:3]([O:2][CH3:1])[CH:4]=1)[C:12]([NH:14][C:15]1[CH:23]=[CH:22][C:21]([O:24][C:25]2[CH:26]=[CH:27][CH:28]=[CH:29][CH:30]=2)=[CH:20][C:16]=1[C:17]([NH:64][CH2:63][CH2:62][C:61]1[CH:65]=[CH:66][CH:67]=[CH:68][C:60]=1[O:59][CH3:58])=[O:18])=[O:13]. (8) Given the reactants [NH2:1][CH:2]([CH2:6][C:7]([CH3:10])([CH3:9])[CH3:8])[C:3]([OH:5])=[O:4].S(Cl)(Cl)=O.[CH3:15]O, predict the reaction product. The product is: [CH3:15][O:4][C:3](=[O:5])[CH:2]([NH2:1])[CH2:6][C:7]([CH3:10])([CH3:9])[CH3:8]. (9) Given the reactants [OH:1][C:2]1[N:7]([CH2:8][CH2:9][CH3:10])[C:6](=[O:11])[N:5]([CH2:12][C:13]2[CH:18]=[CH:17][CH:16]=[CH:15][CH:14]=2)[C:4](=[O:19])[C:3]=1[C:20]([NH:22][CH2:23][C:24]([OH:26])=[O:25])=[O:21].[CH2:27](N1C(=O)CC(=O)N(CC2C=CC=CC=2)C1=O)CCC.C(N(C(C)C)CC)(C)C.N(CC(OCC)=O)=C=O, predict the reaction product. The product is: [CH2:8]([N:7]1[C:2]([OH:1])=[C:3]([C:20]([NH:22][CH2:23][C:24]([OH:26])=[O:25])=[O:21])[C:4](=[O:19])[N:5]([CH2:12][C:13]2[CH:18]=[CH:17][CH:16]=[CH:15][CH:14]=2)[C:6]1=[O:11])[CH2:9][CH2:10][CH3:27].